This data is from Forward reaction prediction with 1.9M reactions from USPTO patents (1976-2016). The task is: Predict the product of the given reaction. (1) Given the reactants Cl[C:2]1[CH:7]=[C:6]([C:8]([N:10]2[C:18]3[C:13](=[C:14]([F:20])[C:15]([F:19])=[CH:16][CH:17]=3)[CH2:12][CH2:11]2)=[O:9])[CH:5]=[CH:4][N:3]=1.Cl.[NH:22]1[C:27]2[N:28]=[CH:29][CH:30]=[CH:31][C:26]=2[C:25]2([CH2:36][CH2:35][NH:34][CH2:33][CH2:32]2)[O:24][C:23]1=[O:37].C(=O)([O-])[O-].[K+].[K+].O.C(#N)C, predict the reaction product. The product is: [F:20][C:14]1[C:15]([F:19])=[CH:16][CH:17]=[C:18]2[C:13]=1[CH2:12][CH2:11][N:10]2[C:8]([C:6]1[CH:5]=[CH:4][N:3]=[C:2]([N:34]2[CH2:33][CH2:32][C:25]3([O:24][C:23](=[O:37])[NH:22][C:27]4[N:28]=[CH:29][CH:30]=[CH:31][C:26]3=4)[CH2:36][CH2:35]2)[CH:7]=1)=[O:9]. (2) Given the reactants Br[C:2]1[CH:7]=[CH:6][C:5]([Br:8])=[CH:4][CH:3]=1.C([Li])CCC.CCCCCC.[CH2:20]([O:27][C@@H:28]1[C@@H:34]([O:35][CH2:36][C:37]2[CH:42]=[CH:41][CH:40]=[CH:39][CH:38]=2)[C@H:33]([O:43][CH2:44][C:45]2[CH:50]=[CH:49][CH:48]=[CH:47][CH:46]=2)[C@@H:32]([CH2:51][O:52][CH2:53][C:54]2[CH:59]=[CH:58][CH:57]=[CH:56][CH:55]=2)[O:31][C:29]1([C:60]1[CH:65]=[C:64]([CH:66]=[O:67])[C:63]([CH3:68])=[CH:62][C:61]=1[O:69][CH2:70][C:71]1[CH:76]=[CH:75][CH:74]=[CH:73][CH:72]=1)[OH:30])[C:21]1[CH:26]=[CH:25][CH:24]=[CH:23][CH:22]=1.[Cl-].[NH4+], predict the reaction product. The product is: [CH2:20]([O:27][C@@H:28]1[C@@H:34]([O:35][CH2:36][C:37]2[CH:38]=[CH:39][CH:40]=[CH:41][CH:42]=2)[C@H:33]([O:43][CH2:44][C:45]2[CH:50]=[CH:49][CH:48]=[CH:47][CH:46]=2)[C@@H:32]([CH2:51][O:52][CH2:53][C:54]2[CH:55]=[CH:56][CH:57]=[CH:58][CH:59]=2)[O:31][C:29]1([C:60]1[CH:65]=[C:64]([CH:66]([C:2]2[CH:7]=[CH:6][C:5]([Br:8])=[CH:4][CH:3]=2)[OH:67])[C:63]([CH3:68])=[CH:62][C:61]=1[O:69][CH2:70][C:71]1[CH:72]=[CH:73][CH:74]=[CH:75][CH:76]=1)[OH:30])[C:21]1[CH:26]=[CH:25][CH:24]=[CH:23][CH:22]=1. (3) Given the reactants BrC1CC[O:4]C1=O.[Cl:8][C:9]1[CH:14]=[C:13]([N:15]2C(=O)NC(=O)C=N2)[CH:12]=[C:11](Cl)[C:10]=1[C:24]([C:27]1SC(CC(O)=O)=C(C2C=CC=CC=2)[N:31]=1)(C)[CH3:25].C([O-])(O)=O.[Na+].[Na+].[Cl-:48].[OH2:49], predict the reaction product. The product is: [Cl:48][C:11]1[CH:12]=[C:13]([N+:15]([O-:4])=[O:49])[CH:14]=[C:9]([Cl:8])[C:10]=1[CH:24]([CH3:25])[C:27]#[N:31]. (4) Given the reactants [NH2:1][C:2](=[O:29])[C@@H:3]([NH:12][C:13]([C:15]1([NH:21][C:22](=[O:28])[O:23][C:24]([CH3:27])([CH3:26])[CH3:25])[CH2:20][CH2:19][O:18][CH2:17][CH2:16]1)=[O:14])[CH2:4][C:5]1[CH:10]=[CH:9][C:8](I)=[CH:7][CH:6]=1.[CH3:30][S:31]([O:34][C:35]1[CH:36]=[C:37](B(O)O)[CH:38]=[CH:39][CH:40]=1)(=[O:33])=[O:32].C(=O)([O-])[O-].[K+].[K+], predict the reaction product. The product is: [CH3:30][S:31]([O:34][C:35]1[CH:36]=[C:37]([C:8]2[CH:9]=[CH:10][C:5]([CH2:4][C@H:3]([NH:12][C:13]([C:15]3([NH:21][C:22]([O:23][C:24]([CH3:27])([CH3:26])[CH3:25])=[O:28])[CH2:20][CH2:19][O:18][CH2:17][CH2:16]3)=[O:14])[C:2]([NH2:1])=[O:29])=[CH:6][CH:7]=2)[CH:38]=[CH:39][CH:40]=1)(=[O:33])=[O:32].